Dataset: Reaction yield outcomes from USPTO patents with 853,638 reactions. Task: Predict the reaction yield, written as a fraction of the theoretical maximum amount of product (1.0 means a 100% yield; for example, 0.34 means a 34% yield). The reactants are [Br:1][C:2]1[CH:7]=[CH:6][C:5]([N+:8]([O-:10])=[O:9])=[C:4](F)[CH:3]=1.[NH2:12][CH:13]1[CH2:17][CH2:16][N:15]([C:18]([O:20][C:21]([CH3:24])([CH3:23])[CH3:22])=[O:19])[CH2:14]1.CCN(C(C)C)C(C)C. The catalyst is CS(C)=O.O.C(Cl)Cl. The product is [Br:1][C:2]1[CH:7]=[CH:6][C:5]([N+:8]([O-:10])=[O:9])=[C:4]([NH:12][CH:13]2[CH2:17][CH2:16][N:15]([C:18]([O:20][C:21]([CH3:24])([CH3:23])[CH3:22])=[O:19])[CH2:14]2)[CH:3]=1. The yield is 0.800.